This data is from Reaction yield outcomes from USPTO patents with 853,638 reactions. The task is: Predict the reaction yield, written as a fraction of the theoretical maximum amount of product (1.0 means a 100% yield; for example, 0.34 means a 34% yield). (1) The reactants are [CH2:1]([N:8]1[CH2:13][CH2:12][C:11]([CH3:15])(O)[CH2:10][CH2:9]1)[C:2]1[CH:7]=[CH:6][CH:5]=[CH:4][CH:3]=1.[Al+3].[Cl-].[Cl-].[Cl-].[Cl:20][C:21]1[CH:26]=[CH:25][CH:24]=[CH:23][CH:22]=1. No catalyst specified. The product is [CH2:1]([N:8]1[CH2:13][CH2:12][C:11]([C:22]2[CH:23]=[CH:24][CH:25]=[CH:26][C:21]=2[Cl:20])([CH3:15])[CH2:10][CH2:9]1)[C:2]1[CH:7]=[CH:6][CH:5]=[CH:4][CH:3]=1. The yield is 0.100. (2) The reactants are [F:1][C:2]1[CH:30]=[CH:29][CH:28]=[CH:27][C:3]=1[O:4][C:5]1[CH:10]=[CH:9][C:8]([C:11]2[C:19]3[C:14](=[N:15][CH:16]=[N:17][C:18]=3[NH2:20])[N:13]([CH2:21][C@H:22]3[CH2:26][CH2:25][CH2:24][NH:23]3)[N:12]=2)=[CH:7][CH:6]=1.N1(C(N2C=CN=C2)=O)C=CN=C1.[C:43]([CH2:45][C:46](O)=[O:47])#[N:44]. The catalyst is ClCCl. The product is [NH2:20][C:18]1[N:17]=[CH:16][N:15]=[C:14]2[N:13]([CH2:21][C@H:22]3[CH2:26][CH2:25][CH2:24][N:23]3[C:46](=[O:47])[CH2:45][C:43]#[N:44])[N:12]=[C:11]([C:8]3[CH:7]=[CH:6][C:5]([O:4][C:3]4[CH:27]=[CH:28][CH:29]=[CH:30][C:2]=4[F:1])=[CH:10][CH:9]=3)[C:19]=12. The yield is 0.430. (3) The product is [NH2:1][C:2]1[S:3][C@@:4]2([CH2:19][OH:20])[C@@H:6]([C@:7]([C:11]3[CH:16]=[C:15]([NH2:17])[CH:14]=[CH:13][C:12]=3[F:18])([CH2:9][F:10])[N:8]=1)[CH2:5]2. The catalyst is C1COCC1. The yield is 0.660. The reactants are [NH2:1][C:2]1[S:3][C@@:4]2([C:19](OC)=[O:20])[C@@H:6]([C@:7]([C:11]3[CH:16]=[C:15]([NH2:17])[CH:14]=[CH:13][C:12]=3[F:18])([CH2:9][F:10])[N:8]=1)[CH2:5]2.[BH4-].[Li+].CO. (4) The reactants are [NH2:1][C:2]1[CH:6]=[CH:5][O:4][N:3]=1.[I:7][C:8]1[C:13]([O:14][CH3:15])=[CH:12][C:11]([C:16]2[C:25]3[C:20](=[CH:21][C:22]([S:26](OC4C(F)=C(F)C(F)=C(F)C=4F)(=[O:28])=[O:27])=[CH:23][CH:24]=3)[CH:19]=[CH:18][N:17]=2)=[C:10]([CH3:41])[CH:9]=1.[Li+].C[Si]([N-][Si](C)(C)C)(C)C. The catalyst is C1COCC1. The product is [I:7][C:8]1[C:13]([O:14][CH3:15])=[CH:12][C:11]([C:16]2[C:25]3[C:20](=[CH:21][C:22]([S:26]([NH:1][C:2]4[CH:6]=[CH:5][O:4][N:3]=4)(=[O:27])=[O:28])=[CH:23][CH:24]=3)[CH:19]=[CH:18][N:17]=2)=[C:10]([CH3:41])[CH:9]=1. The yield is 0.450. (5) The reactants are C(NC(C)C)(C)C.C([Li])CCC.[CH3:13][O:14][C:15]([CH:17]1[O:22][CH2:21][CH2:20][N:19]([C:23]([O:25][C:26]([CH3:29])([CH3:28])[CH3:27])=[O:24])[CH2:18]1)=[O:16].[CH:30](=[O:32])[CH3:31]. The catalyst is O1CCCC1. The product is [CH3:13][O:14][C:15]([C:17]1([CH:30]([OH:32])[CH3:31])[O:22][CH2:21][CH2:20][N:19]([C:23]([O:25][C:26]([CH3:29])([CH3:28])[CH3:27])=[O:24])[CH2:18]1)=[O:16]. The yield is 0.900. (6) The reactants are [NH:1]1[CH2:5][CH2:4][C@@H:3]([OH:6])[CH2:2]1.Br[CH2:8][CH2:9][CH2:10][C:11]1[S:12][CH:13]=[CH:14][CH:15]=1. No catalyst specified. The product is [S:12]1[CH:13]=[CH:14][CH:15]=[C:11]1[CH2:10][CH2:9][CH2:8][N:1]1[CH2:5][CH2:4][C@@H:3]([OH:6])[CH2:2]1. The yield is 0.850. (7) The yield is 1.00. The catalyst is C(#N)C. The product is [Cl:29][C:30]1[CH:35]=[C:34]([F:36])[CH:33]=[CH:32][C:31]=1[O:5][CH:6]1[CH2:9][N:8]([CH:10]([C:17]2[CH:22]=[CH:21][CH:20]=[CH:19][CH:18]=2)[C:11]2[CH:16]=[CH:15][CH:14]=[CH:13][CH:12]=2)[CH2:7]1. The reactants are CS([O:5][CH:6]1[CH2:9][N:8]([CH:10]([C:17]2[CH:22]=[CH:21][CH:20]=[CH:19][CH:18]=2)[C:11]2[CH:16]=[CH:15][CH:14]=[CH:13][CH:12]=2)[CH2:7]1)(=O)=O.C(=O)([O-])[O-].[K+].[K+].[Cl:29][C:30]1[CH:35]=[C:34]([F:36])[CH:33]=[CH:32][C:31]=1O. (8) The reactants are [CH3:1][C:2]1[CH:26]=[CH:25][C:5]2[N:6]3[CH:24]=[CH:23][CH:22]=[C:7]3[C:8]3([CH2:14][CH2:13][N:12]([C:15]([O:17][C:18]([CH3:21])([CH3:20])[CH3:19])=[O:16])[CH2:11][CH2:10]3)[O:9][C:4]=2[CH:3]=1.Cl[S:28](N=C=O)(=[O:30])=[O:29].C[N:35]([CH:37]=[O:38])C.C1C[O:42][CH2:41]C1. No catalyst specified. The product is [CH3:41][O:42][S:28]([NH:35][C:37]([C:24]1[N:6]2[C:7]([C:8]3([CH2:14][CH2:13][N:12]([C:15]([O:17][C:18]([CH3:21])([CH3:19])[CH3:20])=[O:16])[CH2:11][CH2:10]3)[O:9][C:4]3[CH:3]=[C:2]([CH3:1])[CH:26]=[CH:25][C:5]=32)=[CH:22][CH:23]=1)=[O:38])(=[O:29])=[O:30]. The yield is 0.240.